Dataset: Volume of distribution at steady state (VDss) regression data from Lombardo et al.. Task: Regression/Classification. Given a drug SMILES string, predict its absorption, distribution, metabolism, or excretion properties. Task type varies by dataset: regression for continuous measurements (e.g., permeability, clearance, half-life) or binary classification for categorical outcomes (e.g., BBB penetration, CYP inhibition). For this dataset (vdss_lombardo), we predict log10(VDss) (log10 of volume of distribution in L/kg). (1) The molecule is C[NH+](C)C1C([O-])=C(C(N)=O)C(=O)C2(O)C(O)=C3C(=O)c4c(O)cccc4C(C)(O)C3C(O)C12. The log10(VDss) is 0.230. (2) The drug is CS(=O)(=O)OCCN(CCBr)c1c(C(=O)NCCOP(=O)([O-])[O-])cc([N+](=O)[O-])cc1[N+](=O)[O-]. The log10(VDss) is -0.0700.